The task is: Predict the reactants needed to synthesize the given product.. This data is from Full USPTO retrosynthesis dataset with 1.9M reactions from patents (1976-2016). (1) Given the product [CH3:1][O:2][CH2:3][CH2:4][O:5][C:6]1[CH:11]=[CH:10][N:9]2[C:12]([C:15]([OH:17])=[O:16])=[CH:13][N:14]=[C:8]2[CH:7]=1, predict the reactants needed to synthesize it. The reactants are: [CH3:1][O:2][CH2:3][CH2:4][O:5][C:6]1[CH:11]=[CH:10][N:9]2[C:12]([C:15]([O:17]CC)=[O:16])=[CH:13][N:14]=[C:8]2[CH:7]=1.[OH-].[Li+].Cl. (2) Given the product [F:33][C:32]([F:35])([F:34])[CH2:31][O:1][C:2]1[CH:11]=[CH:10][CH:9]=[C:8]2[C:3]=1[CH2:4][CH2:5][N:6]([C:12]([O:14][C:15]([CH3:18])([CH3:17])[CH3:16])=[O:13])[CH2:7]2, predict the reactants needed to synthesize it. The reactants are: [OH:1][C:2]1[CH:11]=[CH:10][CH:9]=[C:8]2[C:3]=1[CH2:4][CH2:5][N:6]([C:12]([O:14][C:15]([CH3:18])([CH3:17])[CH3:16])=[O:13])[CH2:7]2.C(=O)([O-])[O-].[Cs+].[Cs+].FC(F)(F)S(O[CH2:31][C:32]([F:35])([F:34])[F:33])(=O)=O. (3) Given the product [OH:9][C:4]1[CH:3]=[C:2]([NH:1][C:16](=[O:17])[O:18][CH2:19][C:20]2[CH:25]=[CH:24][CH:23]=[CH:22][CH:21]=2)[CH:7]=[C:6]([OH:8])[CH:5]=1, predict the reactants needed to synthesize it. The reactants are: [NH2:1][C:2]1[CH:3]=[C:4]([OH:9])[CH:5]=[C:6]([OH:8])[CH:7]=1.C(=O)([O-])O.[Na+].Cl[C:16]([O:18][CH2:19][C:20]1[CH:25]=[CH:24][CH:23]=[CH:22][CH:21]=1)=[O:17]. (4) Given the product [CH3:23][O:22][C:19]1[CH:20]=[CH:21][C:16]([C@@H:14]2[CH2:15][C@H:13]2[C:11]([OH:12])=[O:24])=[CH:17][CH:18]=1, predict the reactants needed to synthesize it. The reactants are: OC[C@H](N[C:11]([C@@H:13]1[CH2:15][C@H:14]1[C:16]1[CH:21]=[CH:20][C:19]([O:22][CH3:23])=[CH:18][CH:17]=1)=[O:12])C1C=CC=CC=1.[O:24]1CCOCC1.